This data is from HIV replication inhibition screening data with 41,000+ compounds from the AIDS Antiviral Screen. The task is: Binary Classification. Given a drug SMILES string, predict its activity (active/inactive) in a high-throughput screening assay against a specified biological target. The drug is COc1cc(C)c(C(=O)C=Cc2cc(OC)c(O)c(OC)c2)cc1O. The result is 0 (inactive).